From a dataset of Experimentally validated miRNA-target interactions with 360,000+ pairs, plus equal number of negative samples. Binary Classification. Given a miRNA mature sequence and a target amino acid sequence, predict their likelihood of interaction. The miRNA is hsa-miR-8485 with sequence CACACACACACACACACGUAU. The protein sequence of the target gene is MNSTLDGNQSSHPFCLLAFGYLETVNFCLLEVLIIVFLTVLIISGNIIVIFVFHCAPLLNHHTTSYFIQTMAYADLFVGVSCVVPSLSLLHHPLPVEESLTCQIFGFVVSVLKSVSMASLACISIDRYIAITKPLTYNTLVTPWRLRLCIFLIWLYSTLVFLPSFFHWGKPGYHGDVFQWCAESWHTDSYFTLFIVMMLYAPAALIVCFTYFNIFRICQQHTKDISERQARFSSQSGETGEVQACPDKRYAMVLFRITSVFYILWLPYIIYFLLESSTGHSNRFASFLTTWLAISNSFCN.... Result: 1 (interaction).